From a dataset of Full USPTO retrosynthesis dataset with 1.9M reactions from patents (1976-2016). Predict the reactants needed to synthesize the given product. Given the product [F:1][C:2]1[CH:7]=[CH:6][C:5]([C:8]2([C:19]3[CH:20]=[CH:21][C:22]([F:25])=[CH:23][CH:24]=3)[CH2:13][CH2:12][CH2:11][N:10]([CH2:14][C:15]([N:29]3[CH2:30][CH2:31][N:26]([C:32]([O:34][CH2:35][C:36]4[CH:41]=[CH:40][CH:39]=[CH:38][CH:37]=4)=[O:33])[CH2:27][CH2:28]3)=[O:16])[C:9]2=[O:18])=[CH:4][CH:3]=1, predict the reactants needed to synthesize it. The reactants are: [F:1][C:2]1[CH:7]=[CH:6][C:5]([C:8]2([C:19]3[CH:24]=[CH:23][C:22]([F:25])=[CH:21][CH:20]=3)[CH2:13][CH2:12][CH2:11][N:10]([CH2:14][C:15](O)=[O:16])[C:9]2=[O:18])=[CH:4][CH:3]=1.[N:26]1([C:32]([O:34][CH2:35][C:36]2[CH:41]=[CH:40][CH:39]=[CH:38][CH:37]=2)=[O:33])[CH2:31][CH2:30][NH:29][CH2:28][CH2:27]1.Cl.CN(C)CCCN=C=NCC.